Dataset: Full USPTO retrosynthesis dataset with 1.9M reactions from patents (1976-2016). Task: Predict the reactants needed to synthesize the given product. (1) Given the product [F:1][C:2]1[CH:7]=[CH:6][CH:5]=[CH:4][C:3]=1[N:8]1[C:16]2[C:11](=[C:12]([N:17]3[CH2:21][CH2:20][N:19]([CH2:26][C:27](=[O:32])[CH2:28][CH:29]([CH3:31])[CH3:30])[C:18]3=[O:22])[CH:13]=[CH:14][CH:15]=2)[CH:10]=[N:9]1, predict the reactants needed to synthesize it. The reactants are: [F:1][C:2]1[CH:7]=[CH:6][CH:5]=[CH:4][C:3]=1[N:8]1[C:16]2[C:11](=[C:12]([N:17]3[CH2:21][CH2:20][NH:19][C:18]3=[O:22])[CH:13]=[CH:14][CH:15]=2)[CH:10]=[N:9]1.[H-].[Na+].Br[CH2:26][C:27](=[O:32])[CH2:28][CH:29]([CH3:31])[CH3:30]. (2) Given the product [CH:1]1([C:7]2[CH:32]=[CH:31][C:10]([CH2:11][O:12][C:13]3[CH:14]=[C:15]4[C:19](=[CH:20][CH:21]=3)[N:18]([C:22](=[O:30])[CH2:23][N:24]([CH2:25][CH2:26][C:27]([OH:29])=[O:28])[CH2:48][CH3:49])[CH2:17][CH2:16]4)=[CH:9][C:8]=2[C:33]([F:36])([F:34])[F:35])[CH2:6][CH2:5][CH2:4][CH2:3][CH2:2]1, predict the reactants needed to synthesize it. The reactants are: [CH:1]1([C:7]2[CH:32]=[CH:31][C:10]([CH2:11][O:12][C:13]3[CH:14]=[C:15]4[C:19](=[CH:20][CH:21]=3)[N:18]([C:22](=[O:30])[CH2:23][NH:24][CH2:25][CH2:26][C:27]([OH:29])=[O:28])[CH2:17][CH2:16]4)=[CH:9][C:8]=2[C:33]([F:36])([F:35])[F:34])[CH2:6][CH2:5][CH2:4][CH2:3][CH2:2]1.C=O.C([BH3-])#N.[Na+].C(=O)(O)[O-].[Na+].[C:48](O)(=O)[CH3:49].